Dataset: Forward reaction prediction with 1.9M reactions from USPTO patents (1976-2016). Task: Predict the product of the given reaction. (1) Given the reactants [F:1][C:2]1[CH:7]=[CH:6][CH:5]=[CH:4][C:3]=1[N:8]1[C:12]([CH2:13][O:14][CH3:15])=[C:11]([C:16]([OH:18])=O)[N:10]=[N:9]1.[NH2:19][S:20]([C:23]1[CH:28]=[CH:27][C:26]([C:29](=[N:31]O)[NH2:30])=[CH:25][CH:24]=1)(=[O:22])=[O:21], predict the reaction product. The product is: [F:1][C:2]1[CH:7]=[CH:6][CH:5]=[CH:4][C:3]=1[N:8]1[C:12]([CH2:13][O:14][CH3:15])=[C:11]([C:16]2[O:18][N:31]=[C:29]([C:26]3[CH:25]=[CH:24][C:23]([S:20]([NH2:19])(=[O:21])=[O:22])=[CH:28][CH:27]=3)[N:30]=2)[N:10]=[N:9]1. (2) Given the reactants [CH3:1][C:2]1[CH:7]=[CH:6][N:5]2[C:8]([C:18]3[CH:23]=[CH:22][N:21]=[C:20]([C:24]4[CH:29]=[CH:28][C:27]([O:30][CH2:31][CH2:32]Br)=[CH:26][CH:25]=4)[CH:19]=3)=[C:9]([C:11]3[CH:16]=[CH:15][CH:14]=[C:13]([CH3:17])[N:12]=3)[N:10]=[C:4]2[CH:3]=1.[NH:34]1[CH2:38][CH2:37][CH2:36][CH2:35]1, predict the reaction product. The product is: [CH3:1][C:2]1[CH:7]=[CH:6][N:5]2[C:8]([C:18]3[CH:23]=[CH:22][N:21]=[C:20]([C:24]4[CH:29]=[CH:28][C:27]([O:30][CH2:31][CH2:32][N:34]5[CH2:38][CH2:37][CH2:36][CH2:35]5)=[CH:26][CH:25]=4)[CH:19]=3)=[C:9]([C:11]3[CH:16]=[CH:15][CH:14]=[C:13]([CH3:17])[N:12]=3)[N:10]=[C:4]2[CH:3]=1. (3) Given the reactants [CH3:1][O:2][C:3]([C@@H:5]1[C@@H:9]([OH:10])[CH2:8][CH2:7][N:6]1[C:11]([NH:13][C:14]1[CH:19]=[CH:18][C:17]([C:20]#[N:21])=[C:16]([Cl:22])[C:15]=1[CH3:23])=[O:12])=[O:4].N1C=CN=C1.[Si:29](Cl)([C:32]([CH3:35])([CH3:34])[CH3:33])([CH3:31])[CH3:30].CO, predict the reaction product. The product is: [CH3:1][O:2][C:3]([C@@H:5]1[C@@H:9]([O:10][Si:29]([C:32]([CH3:35])([CH3:34])[CH3:33])([CH3:31])[CH3:30])[CH2:8][CH2:7][N:6]1[C:11]([NH:13][C:14]1[CH:19]=[CH:18][C:17]([C:20]#[N:21])=[C:16]([Cl:22])[C:15]=1[CH3:23])=[O:12])=[O:4]. (4) Given the reactants [O:1]1[CH2:7][CH:6]([C:8]2[C:16]3[S:15][C:14]([NH2:17])=[N:13][C:12]=3[C:11]([O:18][CH3:19])=[CH:10][CH:9]=2)[CH2:5][O:4][CH2:3][CH2:2]1.Cl[C:21](OC1C=CC=CC=1)=[O:22].[OH:30][CH2:31][C:32]1([CH3:38])[CH2:37][CH2:36][NH:35][CH2:34][CH2:33]1, predict the reaction product. The product is: [O:4]1[CH2:5][CH:6]([C:8]2[C:16]3[S:15][C:14]([NH:17][C:21]([N:35]4[CH2:36][CH2:37][C:32]([CH2:31][OH:30])([CH3:38])[CH2:33][CH2:34]4)=[O:22])=[N:13][C:12]=3[C:11]([O:18][CH3:19])=[CH:10][CH:9]=2)[CH2:7][O:1][CH2:2][CH2:3]1.